Dataset: Experimentally validated miRNA-target interactions with 360,000+ pairs, plus equal number of negative samples. Task: Binary Classification. Given a miRNA mature sequence and a target amino acid sequence, predict their likelihood of interaction. (1) The miRNA is hsa-miR-4758-5p with sequence GUGAGUGGGAGCCGGUGGGGCUG. The protein sequence of the target gene is MAGDVGGRSCTDAELLLHPELLSQEFLLLTLEQKNIAVENEVRVNKDNLTDLYVQHAIPLPQRDLPKNRWGKMMEKKREHHEVKNDTKRSSAVDGLRKRPLIVFDGSSTSTSIKVKRTENGADDRLKPLAQIGSTSDAFWKSPNSSSRISPLVLFSNLPVNHKMEHNNNDTQQNHDLMNRKSPSGPVKSPPLSPVGTTPVKLKRAAPKEEAEATNHLKPPEVKRKIQHVTWP. Result: 0 (no interaction). (2) The miRNA is mmu-miR-1896 with sequence CUCUCUGAUGGUGGGUGAGGAG. The protein sequence of the target gene is MAASFPEGVPETEDGKRPQFGHRFLSDPARVFHHNAWDNVKWSEEQAAAAERKVQENSSPLVCPEKQVDYEVNAHKYWDDFYRIHENGFFKDRHWLFTEFPELAPSHSHLTGVPLEKQRSDVCEDGPGLTAEQHKCSCASPGCETQVPPLEEPVTQKLGHLEISGEEFPGSSATYRILEVGCGVGNTVFPILQTNNNPNLFVYCCDFSATAIELLKTNSQYDPSRCYAFVHDLCDEDQSYPVPEDSLDVIVLIFVLSAIVPDKMQKAISKLSRLLKPGGVMLLRDYGRYDMAQLRFKKGQ.... Result: 1 (interaction). (3) The miRNA is mmu-miR-101c with sequence ACAGUACUGUGAUAACUGA. The protein sequence of the target gene is MSTSWSDRLQNAADMPANMDKHALKKYRREAYHRVFVNRSLAMEKIKCFGFDMDYTLAVYKSPEYESLGFELTVERLVSIGYPQELLSFAYDSTFPTRGLVFDTLYGNLLKVDAYGNLLVCAHGFNFIRGPETREQYPNKFIQRDDTERFYILNTLFNLPETYLLACLVDFFTNCPRYTSCETGFKDGDLFMSYRSMFQDVRDAVDWVHYKGSLKEKTVENLEKYVVKDGKLPLLLSRMKEVGKVFLATNSDYKYTDKIMTYLFDFPHGPKPGSSHRPWQSYFDLILVDARKPLFFGEGT.... Result: 0 (no interaction). (4) The miRNA is mmu-miR-1892 with sequence AUUUGGGGACGGGAGGGAGGAU. The protein sequence of the target gene is MECLYYFLGFLLLAARLPLDAAKRFHDVLGNERPSAYMREHNQLNGWSSDENDWNEKLYPVWKRGDMRWKNSWKGGRVQAVLTSDSPALVGSNITFAVNLIFPRCQKEDANGNIVYEKNCRNEAGLSADPYVYNWTAWSEDSDGENGTGQSHHNVFPDGKPFPHHPGWRRWNFIYVFHTLGQYFQKLGRCSVRVSVNTANVTLGPQLMEVTVYRRHGRAYVPIAQVKDVYVVTDQIPVFVTMFQKNDRNSSDETFLKDLPIMFDVLIHDPSHFLNYSTINYKWSFGDNTGLFVSTNHTVN.... Result: 0 (no interaction). (5) The miRNA is mmu-miR-195a-5p with sequence UAGCAGCACAGAAAUAUUGGC. The protein sequence of the target gene is MATSWGAVFMLIIACVGSTVFYREQQTWFEGVFLSSMCPINVSAGTFYGIMFDAGSTGTRIHVYTFVQKTAGQLPFLEGEIFDSVKPGLSAFVDQPKQGAETVQELLEVAKDSIPRSHWERTPVVLKATAGLRLLPEQKAQALLLEVEEIFKNSPFLVPDGSVSIMDGSYEGILAWVTVNFLTGQLHGRGQETVGTLDLGGASTQITFLPQFEKTLEQTPRGYLTSFEMFNSTFKLYTHSYLGFGLKAARLATLGALEAKGTDGHTFRSACLPRWLEAEWIFGGVKYQYGGNQEGEMGFE.... Result: 0 (no interaction). (6) The miRNA is rno-miR-292-5p with sequence ACUCAAACUGGGGGCUCUUUUG. The protein sequence of the target gene is MDPPAEKPGEAGGLQITPQLLKSRTGEFSLESILLLKLRGLGLADLGCLGECLGLEWLDLSGNALTHLGPLASLRQLAVLNVSNNRLTGLEPLATCENLQSLNAAGNLLATPGQLQCLAGLPCLEYLRLRDPLARLSNPLCANPSYWAAVRELLPGLKVIDGERVIGRGSEFYQLCRDLDSSLRPSSSPGPRATEAQPWVEPGYWESWPSRSSSILEEACRQFQDTLQECWDLDRQASDSLAQAEQVLSSAGPTSSFVF. Result: 0 (no interaction). (7) The miRNA is hsa-miR-764 with sequence GCAGGUGCUCACUUGUCCUCCU. The protein sequence of the target gene is MGMSNLTRLSEFILLGLSSRSEDQRPLFALFLIIYLVTLMGNLLIILAIHSDPRLQNPMYFFLSILSFADICYTTVIVPKMLVNFLSEKKTISYAECLAQMYFFLVFGNIDSYLLAAMAINRCVAICNPFHYVTVMNRRCCVLLLAFPITFSYFHSLLHVLLVNRLTFCTSNVIHHFFCDVNPVLKLSCSSTFVNEIVAMTEGLASVMAPFVCIIISYLRILIAVLKIPSAAGKHKAFSTCSSHLTVVILFYGSISYVYLQPLSSYTVKDRIATINYTVLTSVLNPFIYSLRNKDMKRGL.... Result: 1 (interaction).